From a dataset of Full USPTO retrosynthesis dataset with 1.9M reactions from patents (1976-2016). Predict the reactants needed to synthesize the given product. (1) Given the product [Br:10][C:11]1[CH:16]=[CH:15][C:14]([NH:17][C:18]2[O:9][C:3]3[CH:4]=[CH:5][C:6]([CH3:8])=[CH:7][C:2]=3[N:1]=2)=[CH:13][CH:12]=1, predict the reactants needed to synthesize it. The reactants are: [NH2:1][C:2]1[CH:7]=[C:6]([CH3:8])[CH:5]=[CH:4][C:3]=1[OH:9].[Br:10][C:11]1[CH:16]=[CH:15][C:14]([N:17]=[C:18]=S)=[CH:13][CH:12]=1.C(N(CC)CC)C. (2) Given the product [C:8]([C:10]([O:37][C:1](=[O:3])[CH3:2])([C:11]1[CH:12]=[CH:13][C:14]([NH:17][C:18]([CH:20]2[O:24][N:23]=[C:22]([C:25]3[CH:26]=[N:27][CH:28]=[CH:29][CH:30]=3)[CH2:21]2)=[O:19])=[CH:15][CH:16]=1)[C:31]1[CH:32]=[CH:33][CH:34]=[CH:35][CH:36]=1)#[N:9], predict the reactants needed to synthesize it. The reactants are: [C:1](OC(=O)C)(=[O:3])[CH3:2].[C:8]([C:10]([OH:37])([C:31]1[CH:36]=[CH:35][CH:34]=[CH:33][CH:32]=1)[C:11]1[CH:16]=[CH:15][C:14]([NH:17][C:18]([CH:20]2[O:24][N:23]=[C:22]([C:25]3[CH:26]=[N:27][CH:28]=[CH:29][CH:30]=3)[CH2:21]2)=[O:19])=[CH:13][CH:12]=1)#[N:9]. (3) The reactants are: [CH3:1][Si:2]([CH3:43])([CH3:42])[CH2:3][CH2:4][O:5][CH2:6][N:7]([CH2:34][O:35][CH2:36][CH2:37][Si:38]([CH3:41])([CH3:40])[CH3:39])[C:8]1[N:13]2[N:14]=[CH:15][C:16](I)=[C:12]2[N:11]=[C:10]([CH:18]2[CH2:23][CH2:22][N:21]([C:24]([O:26][CH2:27][C:28]3[CH:33]=[CH:32][CH:31]=[CH:30][CH:29]=3)=[O:25])[CH2:20][CH2:19]2)[CH:9]=1.[C:44]1([C:50]2[CH:55]=[CH:54][C:53](B3OC(C)(C)C(C)(C)O3)=[CH:52][N:51]=2)[CH:49]=[CH:48][CH:47]=[CH:46][CH:45]=1.C([O-])([O-])=O.[Na+].[Na+]. Given the product [CH3:1][Si:2]([CH3:43])([CH3:42])[CH2:3][CH2:4][O:5][CH2:6][N:7]([CH2:34][O:35][CH2:36][CH2:37][Si:38]([CH3:41])([CH3:40])[CH3:39])[C:8]1[N:13]2[N:14]=[CH:15][C:16]([C:53]3[CH:52]=[N:51][C:50]([C:44]4[CH:49]=[CH:48][CH:47]=[CH:46][CH:45]=4)=[CH:55][CH:54]=3)=[C:12]2[N:11]=[C:10]([CH:18]2[CH2:23][CH2:22][N:21]([C:24]([O:26][CH2:27][C:28]3[CH:33]=[CH:32][CH:31]=[CH:30][CH:29]=3)=[O:25])[CH2:20][CH2:19]2)[CH:9]=1, predict the reactants needed to synthesize it. (4) Given the product [CH2:24]([N:2]1[CH2:7][CH2:6][CH2:5][CH:4]([C:8]2[CH:9]=[CH:10][C:11]([O:12][C:13]3[CH:21]=[CH:20][C:16]([C:17]([NH2:19])=[O:18])=[CH:15][N:14]=3)=[CH:22][CH:23]=2)[CH2:3]1)[C:25]1[CH:30]=[CH:29][CH:28]=[CH:27][CH:26]=1, predict the reactants needed to synthesize it. The reactants are: Cl.[NH:2]1[CH2:7][CH2:6][CH2:5][CH:4]([C:8]2[CH:23]=[CH:22][C:11]([O:12][C:13]3[CH:21]=[CH:20][C:16]([C:17]([NH2:19])=[O:18])=[CH:15][N:14]=3)=[CH:10][CH:9]=2)[CH2:3]1.[CH:24](=O)[C:25]1[CH:30]=[CH:29][CH:28]=[CH:27][CH:26]=1.C(O[BH-](OC(=O)C)OC(=O)C)(=O)C.[Na+].[BH4-].[Na+].